Dataset: Forward reaction prediction with 1.9M reactions from USPTO patents (1976-2016). Task: Predict the product of the given reaction. (1) The product is: [N+:36]([C:30]1[C:31]([S:33][C:34]#[N:35])=[N:32][C:27]([NH:15][C:10]2[CH:9]=[C:8]([NH:7][C:6](=[O:16])[O:5][C:1]([CH3:4])([CH3:2])[CH3:3])[CH:13]=[CH:12][C:11]=2[CH3:14])=[N:28][CH:29]=1)([O-:38])=[O:37]. Given the reactants [C:1]([O:5][C:6](=[O:16])[NH:7][C:8]1[CH:13]=[CH:12][C:11]([CH3:14])=[C:10]([NH2:15])[CH:9]=1)([CH3:4])([CH3:3])[CH3:2].C(N(C(C)C)C(C)C)C.Cl[C:27]1[N:32]=[C:31]([S:33][C:34]#[N:35])[C:30]([N+:36]([O-:38])=[O:37])=[CH:29][N:28]=1.C(=O)([O-])O.[Na+], predict the reaction product. (2) Given the reactants [C:1]([NH2:5])([CH3:4])([CH3:3])[CH3:2].[N+:6]([C:9]1[CH:17]=[CH:16][C:12]([C:13](Cl)=[O:14])=[CH:11][CH:10]=1)([O-:8])=[O:7], predict the reaction product. The product is: [C:1]([NH:5][C:13](=[O:14])[C:12]1[CH:11]=[CH:10][C:9]([N+:6]([O-:8])=[O:7])=[CH:17][CH:16]=1)([CH3:4])([CH3:3])[CH3:2].